From a dataset of NCI-60 drug combinations with 297,098 pairs across 59 cell lines. Regression. Given two drug SMILES strings and cell line genomic features, predict the synergy score measuring deviation from expected non-interaction effect. (1) Cell line: M14. Synergy scores: CSS=44.1, Synergy_ZIP=-0.0214, Synergy_Bliss=1.70, Synergy_Loewe=-20.2, Synergy_HSA=-0.123. Drug 1: CN1CCC(CC1)COC2=C(C=C3C(=C2)N=CN=C3NC4=C(C=C(C=C4)Br)F)OC. Drug 2: CC1C(C(CC(O1)OC2CC(CC3=C2C(=C4C(=C3O)C(=O)C5=C(C4=O)C(=CC=C5)OC)O)(C(=O)CO)O)N)O.Cl. (2) Drug 2: CC1C(C(CC(O1)OC2CC(CC3=C2C(=C4C(=C3O)C(=O)C5=C(C4=O)C(=CC=C5)OC)O)(C(=O)CO)O)N)O.Cl. Synergy scores: CSS=59.2, Synergy_ZIP=0.611, Synergy_Bliss=1.39, Synergy_Loewe=2.68, Synergy_HSA=3.73. Cell line: SF-539. Drug 1: COCCOC1=C(C=C2C(=C1)C(=NC=N2)NC3=CC=CC(=C3)C#C)OCCOC.Cl. (3) Cell line: OVCAR-8. Drug 1: C1=NC2=C(N1)C(=S)N=CN2. Drug 2: CCC1(C2=C(COC1=O)C(=O)N3CC4=CC5=C(C=CC(=C5CN(C)C)O)N=C4C3=C2)O.Cl. Synergy scores: CSS=36.6, Synergy_ZIP=3.13, Synergy_Bliss=4.54, Synergy_Loewe=2.71, Synergy_HSA=6.88. (4) Drug 1: CC1C(C(=O)NC(C(=O)N2CCCC2C(=O)N(CC(=O)N(C(C(=O)O1)C(C)C)C)C)C(C)C)NC(=O)C3=C4C(=C(C=C3)C)OC5=C(C(=O)C(=C(C5=N4)C(=O)NC6C(OC(=O)C(N(C(=O)CN(C(=O)C7CCCN7C(=O)C(NC6=O)C(C)C)C)C)C(C)C)C)N)C. Drug 2: CCC1=C2CN3C(=CC4=C(C3=O)COC(=O)C4(CC)O)C2=NC5=C1C=C(C=C5)O. Cell line: T-47D. Synergy scores: CSS=22.4, Synergy_ZIP=12.9, Synergy_Bliss=19.0, Synergy_Loewe=-8.49, Synergy_HSA=-0.000139.